This data is from Forward reaction prediction with 1.9M reactions from USPTO patents (1976-2016). The task is: Predict the product of the given reaction. Given the reactants [CH3:1][C:2]1[CH:18]=[C:17]([C:19]([O:28][CH2:29][C:30]2[CH:35]=[CH:34][C:33]([O:36][CH3:37])=[CH:32][CH:31]=2)([C:24]([F:27])([F:26])[F:25])[C:20]([F:23])([F:22])[F:21])[CH:16]=[CH:15][C:3]=1[O:4][C@@H:5]([CH2:8][C:9]1[CH:14]=[CH:13][CH:12]=[CH:11][CH:10]=1)[CH2:6][OH:7].[CH3:38][O:39][C:40](=[O:50])[CH2:41][CH2:42][C:43]1[CH:48]=[CH:47][C:46](O)=[CH:45][CH:44]=1.C1(P(C2C=CC=CC=2)C2C=CC=CC=2)C=CC=CC=1.CCOC(/N=N/C(OCC)=O)=O.[NH4+].[Cl-], predict the reaction product. The product is: [CH3:38][O:39][C:40](=[O:50])[CH2:41][CH2:42][C:43]1[CH:44]=[CH:45][C:46]([O:7][CH2:6][C@@H:5]([O:4][C:3]2[CH:15]=[CH:16][C:17]([C:19]([O:28][CH2:29][C:30]3[CH:31]=[CH:32][C:33]([O:36][CH3:37])=[CH:34][CH:35]=3)([C:20]([F:22])([F:23])[F:21])[C:24]([F:25])([F:26])[F:27])=[CH:18][C:2]=2[CH3:1])[CH2:8][C:9]2[CH:14]=[CH:13][CH:12]=[CH:11][CH:10]=2)=[CH:47][CH:48]=1.